Dataset: Full USPTO retrosynthesis dataset with 1.9M reactions from patents (1976-2016). Task: Predict the reactants needed to synthesize the given product. Given the product [CH:27]1([C:30]2[N:34]([CH2:35][CH3:36])[N:33]=[C:32]([NH:37][C:38]([N:1]3[C:9]4[C:4](=[CH:5][C:6]([O:10][C:11]5[CH:16]=[CH:15][N:14]=[C:13]([CH2:17][N:18]([CH3:26])[C:19](=[O:25])[O:20][C:21]([CH3:22])([CH3:23])[CH3:24])[N:12]=5)=[CH:7][CH:8]=4)[CH:3]=[CH:2]3)=[O:39])[CH:31]=2)[CH2:28][CH2:29]1, predict the reactants needed to synthesize it. The reactants are: [NH:1]1[C:9]2[C:4](=[CH:5][C:6]([O:10][C:11]3[CH:16]=[CH:15][N:14]=[C:13]([CH2:17][N:18]([CH3:26])[C:19](=[O:25])[O:20][C:21]([CH3:24])([CH3:23])[CH3:22])[N:12]=3)=[CH:7][CH:8]=2)[CH:3]=[CH:2]1.[CH:27]1([C:30]2[N:34]([CH2:35][CH3:36])[N:33]=[C:32]([NH:37][C:38](=O)[O:39]C3C=CC=CC=3)[CH:31]=2)[CH2:29][CH2:28]1.[H-].[Na+].